Dataset: Full USPTO retrosynthesis dataset with 1.9M reactions from patents (1976-2016). Task: Predict the reactants needed to synthesize the given product. (1) The reactants are: [CH:1]([C@H:4]1[CH2:8][O:7][C:6](=[O:9])[NH:5]1)([CH3:3])[CH3:2].Cl[C:11]1[CH:16]=[CH:15][N:14]2[N:17]=[CH:18][CH:19]=[C:13]2[N:12]=1.Br[C:21]1[CH:22]=NN2C=CC(Cl)=N[C:25]=12. Given the product [C:1]1([C@H:4]2[CH2:8][O:7][C:6](=[O:9])[N:5]2[C:11]2[CH:16]=[CH:15][N:14]3[N:17]=[CH:18][CH:19]=[C:13]3[N:12]=2)[CH:3]=[CH:22][CH:21]=[CH:25][CH:2]=1, predict the reactants needed to synthesize it. (2) Given the product [CH2:44]([O:51][NH:52][C:14](=[O:16])[CH2:13][CH:12]([C:6]1[CH:7]=[CH:8][C:9]([O:10][CH3:11])=[C:4]([O:3][CH2:1][CH3:2])[CH:5]=1)[N:17]1[C:21](=[O:22])[C:20]2=[CH:23][C:24]([N+:27]([O-:29])=[O:28])=[CH:25][CH:26]=[C:19]2[C:18]1=[O:30])[C:45]1[CH:50]=[CH:49][CH:48]=[CH:47][CH:46]=1, predict the reactants needed to synthesize it. The reactants are: [CH2:1]([O:3][C:4]1[CH:5]=[C:6]([CH:12]([N:17]2[C:21](=[O:22])[C:20]3=[CH:23][C:24]([N+:27]([O-:29])=[O:28])=[CH:25][CH:26]=[C:19]3[C:18]2=[O:30])[CH2:13][C:14]([OH:16])=O)[CH:7]=[CH:8][C:9]=1[O:10][CH3:11])[CH3:2].C(N1C=CN=C1)(N1C=CN=C1)=O.Cl.[CH2:44]([O:51][NH2:52])[C:45]1[CH:50]=[CH:49][CH:48]=[CH:47][CH:46]=1. (3) Given the product [Br:3][C:4]1[C:5]([N:47]2[CH2:46][CH2:45][N:44]([C:50]([O:52][C:53]([CH3:56])([CH3:55])[CH3:54])=[O:51])[CH2:49][CH2:48]2)=[C:6]2[CH:12]=[N:11][N:10]([CH2:13][C:14]3[CH:19]=[CH:18][C:17]([O:20][CH3:21])=[CH:16][CH:15]=3)[C:7]2=[N:8][CH:9]=1, predict the reactants needed to synthesize it. The reactants are: [H-].[Na+].[Br:3][C:4]1[CH:9]=[N:8][C:7]2[N:10]([CH2:13][C:14]3[CH:19]=[CH:18][C:17]([O:20][CH3:21])=[CH:16][CH:15]=3)[N:11]=[CH:12][C:6]=2[C:5]=1O.FC(F)(F)S(N(C1C=CC=CC=1)S(C(F)(F)F)(=O)=O)(=O)=O.[N:44]1([C:50]([O:52][C:53]([CH3:56])([CH3:55])[CH3:54])=[O:51])[CH2:49][CH2:48][NH:47][CH2:46][CH2:45]1.[Cl-].[NH4+]. (4) Given the product [CH3:21][Si:22]([CH3:24])([CH3:23])[O:19][C:18](=[CH:16][CH2:17][CH:1]([CH3:3])[CH3:2])[CH3:20], predict the reactants needed to synthesize it. The reactants are: [CH:1]([Mg]Br)([CH3:3])[CH3:2].CN(C)P(N(C)C)N(C)C.[CH:16]([C:18]([CH3:20])=[O:19])=[CH2:17].[CH3:21][Si:22](Cl)([CH3:24])[CH3:23].C(N(CC)CC)C. (5) Given the product [F:1][C:2]1[CH:7]=[C:14]([CH:18]([OH:17])[CH2:19][CH3:20])[CH:15]=[CH:16][CH:3]=1, predict the reactants needed to synthesize it. The reactants are: [F:1][C:2]1[CH:3]=C(C(C)C(O)=O)C=C[CH:7]=1.B.[CH2:14]1[CH2:18][O:17][CH2:16][CH2:15]1.[CH2:19]1COC[CH2:20]1.